This data is from Peptide-MHC class I binding affinity with 185,985 pairs from IEDB/IMGT. The task is: Regression. Given a peptide amino acid sequence and an MHC pseudo amino acid sequence, predict their binding affinity value. This is MHC class I binding data. The peptide sequence is RTEILGLVK. The MHC is HLA-A11:01 with pseudo-sequence HLA-A11:01. The binding affinity (normalized) is 0.686.